Dataset: Full USPTO retrosynthesis dataset with 1.9M reactions from patents (1976-2016). Task: Predict the reactants needed to synthesize the given product. Given the product [ClH:2].[NH2:7][C@@H:8]([CH:9]([CH3:10])[CH2:11][CH3:12])[C:13]([C:21]1[CH:26]=[CH:25][CH:24]=[CH:23][CH:22]=1)=[O:15], predict the reactants needed to synthesize it. The reactants are: P(Cl)(Cl)(Cl)(Cl)[Cl:2].[NH2:7][C@H:8]([C:13]([OH:15])=O)[C@H:9]([CH2:11][CH3:12])[CH3:10].[Cl-].[Al+3].[Cl-].[Cl-].Cl.[CH:21]1[CH:26]=[CH:25][CH:24]=[CH:23][CH:22]=1.